From a dataset of TCR-epitope binding with 47,182 pairs between 192 epitopes and 23,139 TCRs. Binary Classification. Given a T-cell receptor sequence (or CDR3 region) and an epitope sequence, predict whether binding occurs between them. (1) The epitope is HTTDPSFLGRY. The TCR CDR3 sequence is CASSPGGRLAGRSYNEQFF. Result: 0 (the TCR does not bind to the epitope). (2) The epitope is FPPTSFGPL. The TCR CDR3 sequence is CASSHWDGEPEAFF. Result: 1 (the TCR binds to the epitope). (3) The epitope is IVDTVSALV. The TCR CDR3 sequence is CASSFQNTGELFF. Result: 0 (the TCR does not bind to the epitope). (4) The epitope is GTHWFVTQR. The TCR CDR3 sequence is CASSLPRGRDNEQFF. Result: 0 (the TCR does not bind to the epitope). (5) The epitope is PKYVKQNTLKLAT. The TCR CDR3 sequence is CASSQVGSLAQKYEQYF. Result: 0 (the TCR does not bind to the epitope). (6) The epitope is LPPIVAKEI. The TCR CDR3 sequence is CASSLPTGLDYGYTF. Result: 0 (the TCR does not bind to the epitope).